From a dataset of Reaction yield outcomes from USPTO patents with 853,638 reactions. Predict the reaction yield, written as a fraction of the theoretical maximum amount of product (1.0 means a 100% yield; for example, 0.34 means a 34% yield). (1) The reactants are [C:1]([C:5]1[O:9][N:8]=[C:7]([NH:10][C:11]([NH:13][C:14]2[CH:19]=[CH:18][CH:17]=[C:16]([O:20][C:21]3[C:30]4[C:25](=[CH:26][C:27]([O:33][C@H:34]5[CH2:38][CH2:37][NH:36][CH2:35]5)=[C:28]([O:31][CH3:32])[CH:29]=4)[N:24]=[CH:23][N:22]=3)[CH:15]=2)=[O:12])[CH:6]=1)([CH3:4])([CH3:3])[CH3:2].FC(F)(F)S(O[CH2:45][C:46]([F:49])([F:48])[F:47])(=O)=O.C(N(CC)C(C)C)(C)C. The catalyst is C(Cl)Cl. The yield is 0.470. The product is [C:1]([C:5]1[O:9][N:8]=[C:7]([NH:10][C:11]([NH:13][C:14]2[CH:19]=[CH:18][CH:17]=[C:16]([O:20][C:21]3[C:30]4[C:25](=[CH:26][C:27]([O:33][C@H:34]5[CH2:38][CH2:37][N:36]([CH2:45][C:46]([F:49])([F:48])[F:47])[CH2:35]5)=[C:28]([O:31][CH3:32])[CH:29]=4)[N:24]=[CH:23][N:22]=3)[CH:15]=2)=[O:12])[CH:6]=1)([CH3:4])([CH3:2])[CH3:3]. (2) The reactants are Cl[C:2]1[CH:7]=[C:6]([C:8]2[CH:13]=[CH:12][C:11]([C:14]([F:17])([F:16])[F:15])=[CH:10][C:9]=2[F:18])[N:5]=[CH:4][N:3]=1.C(Cl)(Cl)Cl.C[C:24]([N:26](C)C)=O. The catalyst is [C-]#N.[C-]#N.[Zn+2].C1C=CC(/C=C/C(/C=C/C2C=CC=CC=2)=O)=CC=1.C1C=CC(/C=C/C(/C=C/C2C=CC=CC=2)=O)=CC=1.C1C=CC(/C=C/C(/C=C/C2C=CC=CC=2)=O)=CC=1.[Pd].[Pd].C1C=CC(P(C2C=CC=CC=2)[C-]2C=CC=C2)=CC=1.C1C=CC(P(C2C=CC=CC=2)[C-]2C=CC=C2)=CC=1.[Fe+2].[Zn]. The product is [F:18][C:9]1[CH:10]=[C:11]([C:14]([F:17])([F:16])[F:15])[CH:12]=[CH:13][C:8]=1[C:6]1[N:5]=[CH:4][N:3]=[C:2]([C:24]#[N:26])[CH:7]=1. The yield is 0.340. (3) The reactants are [CH3:1]C([O-])(C)C.[K+].[C:7]([O:11][C:12]([N:14]1[CH2:17][C:16](=O)[CH2:15]1)=[O:13])([CH3:10])([CH3:9])[CH3:8]. The catalyst is [Br-].C[P+](C1C=CC=CC=1)(C1C=CC=CC=1)C1C=CC=CC=1.CCOCC. The product is [CH2:1]=[C:16]1[CH2:17][N:14]([C:12]([O:11][C:7]([CH3:10])([CH3:9])[CH3:8])=[O:13])[CH2:15]1. The yield is 0.862. (4) The reactants are [Br:1][C:2]1[CH:12]=[CH:11][C:5]([O:6][CH2:7][C:8](O)=[O:9])=[CH:4][CH:3]=1.Cl.CN.[CH3:16][N:17](C)CCCN=C=NCC.ON1C2C=CC=CC=2N=N1.CN1CCOCC1. The catalyst is CN(C)C=O. The product is [Br:1][C:2]1[CH:12]=[CH:11][C:5]([O:6][CH2:7][C:8]([NH:17][CH3:16])=[O:9])=[CH:4][CH:3]=1. The yield is 0.900.